This data is from Reaction yield outcomes from USPTO patents with 853,638 reactions. The task is: Predict the reaction yield, written as a fraction of the theoretical maximum amount of product (1.0 means a 100% yield; for example, 0.34 means a 34% yield). (1) The reactants are [H-].[Na+].[C:3]([O:7][C:8](=[O:20])[NH:9][C:10]1[S:14][C:13]2[CH:15]=[CH:16][CH:17]=[CH:18][C:12]=2[C:11]=1[CH3:19])([CH3:6])([CH3:5])[CH3:4].[F:21][C:22]1[CH:23]=[C:24]([CH:27]=[CH:28][C:29]=1[F:30])[CH2:25]Br. The catalyst is CN(C=O)C.O. The product is [C:3]([O:7][C:8](=[O:20])[N:9]([CH2:25][C:24]1[CH:27]=[CH:28][C:29]([F:30])=[C:22]([F:21])[CH:23]=1)[C:10]1[S:14][C:13]2[CH:15]=[CH:16][CH:17]=[CH:18][C:12]=2[C:11]=1[CH3:19])([CH3:6])([CH3:5])[CH3:4]. The yield is 0.840. (2) The reactants are [I:1]N1C(=O)CCC1=O.[F:9][C:10]([F:19])([F:18])[C:11]1[C:12]([NH2:17])=[N:13][CH:14]=[CH:15][CH:16]=1. The catalyst is CN(C=O)C. The product is [I:1][C:15]1[CH:16]=[C:11]([C:10]([F:9])([F:18])[F:19])[C:12]([NH2:17])=[N:13][CH:14]=1. The yield is 0.700. (3) The reactants are [NH2:1][C:2]1[N:7]=[CH:6][C:5]([C:8]2[CH:16]=[CH:15][C:11]([C:12](O)=[O:13])=[C:10]([O:17][CH3:18])[CH:9]=2)=[CH:4][C:3]=1[C:19]1[N:20]=[N:21][N:22]([CH:24]([CH3:26])[CH3:25])[CH:23]=1.CN(C(ON1N=NC2C=CC=NC1=2)=[N+](C)C)C.F[P-](F)(F)(F)(F)F.[NH:51]1[CH2:56][CH2:55][O:54][CH2:53][CH2:52]1.CCN(C(C)C)C(C)C. The catalyst is CN(C=O)C. The product is [NH2:1][C:2]1[N:7]=[CH:6][C:5]([C:8]2[CH:16]=[CH:15][C:11]([C:12]([N:51]3[CH2:56][CH2:55][O:54][CH2:53][CH2:52]3)=[O:13])=[C:10]([O:17][CH3:18])[CH:9]=2)=[CH:4][C:3]=1[C:19]1[N:20]=[N:21][N:22]([CH:24]([CH3:25])[CH3:26])[CH:23]=1. The yield is 0.806. (4) The reactants are [OH:1][C:2]1[CH:11]=[C:10]2[C:5]([CH2:6][C@H:7]([C:12]([NH:14][C@H:15]([CH2:19][N:20]3[CH2:25][CH2:24][C@:23]([C:27]4[CH:32]=[CH:31][CH:30]=[C:29]([OH:33])[CH:28]=4)([CH3:26])[C@@H:22]([CH3:34])[CH2:21]3)[CH:16]([CH3:18])[CH3:17])=[O:13])[NH:8][CH2:9]2)=[CH:4][CH:3]=1.[CH3:35][N:36]([CH3:41])[CH2:37][C:38](O)=[O:39]. No catalyst specified. The product is [CH3:35][N:36]([CH3:41])[CH2:37][C:38]([N:8]1[C@@H:7]([C:12]([NH:14][C@H:15]([CH2:19][N:20]2[CH2:25][CH2:24][C@:23]([C:27]3[CH:32]=[CH:31][CH:30]=[C:29]([OH:33])[CH:28]=3)([CH3:26])[C@@H:22]([CH3:34])[CH2:21]2)[CH:16]([CH3:18])[CH3:17])=[O:13])[CH2:6][C:5]2[C:10](=[CH:11][C:2]([OH:1])=[CH:3][CH:4]=2)[CH2:9]1)=[O:39]. The yield is 0.860. (5) The reactants are Cl.[CH:2]1([N:5]2[CH2:10][C:9]3([CH2:15][CH2:14][NH:13][CH2:12][CH2:11]3)[O:8][CH2:7][C:6]2=[O:16])[CH2:4][CH2:3]1.[OH-].[Na+]. The catalyst is ClCCl.O. The product is [CH:2]1([N:5]2[CH2:10][C:9]3([CH2:11][CH2:12][NH:13][CH2:14][CH2:15]3)[O:8][CH2:7][C:6]2=[O:16])[CH2:4][CH2:3]1. The yield is 0.800.